From a dataset of Forward reaction prediction with 1.9M reactions from USPTO patents (1976-2016). Predict the product of the given reaction. (1) Given the reactants [OH:1][C:2]1[N:6]([C:7]2[CH:12]=[C:11]([C:13]#[N:14])[CH:10]=[CH:9][N:8]=2)[N:5]=[CH:4][CH:3]=1.[Cl:15][C:16]1[CH:21]=[CH:20][C:19]([CH2:22]O)=[CH:18][C:17]=1[C:24]([F:27])([F:26])[F:25], predict the reaction product. The product is: [Cl:15][C:16]1[CH:21]=[CH:20][C:19]([CH2:22][O:1][C:2]2[N:6]([C:7]3[CH:12]=[C:11]([C:13]#[N:14])[CH:10]=[CH:9][N:8]=3)[N:5]=[CH:4][CH:3]=2)=[CH:18][C:17]=1[C:24]([F:25])([F:26])[F:27]. (2) Given the reactants Cl.[CH:2]1([CH2:5][O:6][C:7]2[CH:12]=[C:11]([O:13][CH3:14])[C:10]([F:15])=[CH:9][C:8]=2[C:16]2[C:17]3[NH:24][C:23]([CH3:25])=[C:22]([C:26]([NH:28][C@@H:29]4[CH2:34][CH2:33][NH:32][CH2:31][C@H:30]4[OH:35])=[O:27])[C:18]=3[N:19]=[CH:20][N:21]=2)[CH2:4][CH2:3]1.[C:36](Cl)(=[O:38])[CH3:37], predict the reaction product. The product is: [C:36]([N:32]1[CH2:33][CH2:34][C@@H:29]([NH:28][C:26]([C:22]2[C:18]3[N:19]=[CH:20][N:21]=[C:16]([C:8]4[CH:9]=[C:10]([F:15])[C:11]([O:13][CH3:14])=[CH:12][C:7]=4[O:6][CH2:5][CH:2]4[CH2:4][CH2:3]4)[C:17]=3[NH:24][C:23]=2[CH3:25])=[O:27])[C@H:30]([OH:35])[CH2:31]1)(=[O:38])[CH3:37]. (3) Given the reactants [Si]([O:8][C@H:9]([C:23]1[CH:32]=[CH:31][C:30]([OH:33])=[C:29]2[C:24]=1[CH:25]=[CH:26][C:27](=[O:34])[NH:28]2)[CH2:10][NH:11][CH:12]1[CH2:17][CH2:16][N:15]([CH2:18][CH2:19][C:20]([OH:22])=O)[CH2:14][CH2:13]1)(C(C)(C)C)(C)C.CN(C(ON1N=NC2C=CC=NC1=2)=[N+](C)C)C.F[P-](F)(F)(F)(F)F.C(N(CC)CC)C.[Cl:66][C:67]1[CH:72]=[CH:71][CH:70]=[C:69]([F:73])[C:68]=1[CH2:74][NH2:75], predict the reaction product. The product is: [Cl:66][C:67]1[CH:72]=[CH:71][CH:70]=[C:69]([F:73])[C:68]=1[CH2:74][NH:75][C:20](=[O:22])[CH2:19][CH2:18][N:15]1[CH2:16][CH2:17][CH:12]([NH:11][CH2:10][C@H:9]([OH:8])[C:23]2[CH:32]=[CH:31][C:30]([OH:33])=[C:29]3[C:24]=2[CH:25]=[CH:26][C:27](=[O:34])[NH:28]3)[CH2:13][CH2:14]1. (4) Given the reactants [CH3:1][C:2]1[S:10][C:9]2[CH:8]([OH:11])[CH2:7][NH:6][CH2:5][C:4]=2[CH:3]=1.[Cl:12][C:13]1[CH:14]=[C:15](F)[CH:16]=[CH:17][C:18]=1[Cl:19], predict the reaction product. The product is: [Cl:12][C:13]1[CH:14]=[C:15]([O:11][CH:8]2[CH2:7][NH:6][CH2:5][C:4]3[CH:3]=[C:2]([CH3:1])[S:10][C:9]2=3)[CH:16]=[CH:17][C:18]=1[Cl:19]. (5) Given the reactants [Cl:1][C:2]1[C:7]([F:8])=[CH:6][CH:5]=[C:4]([Cl:9])[C:3]=1[CH:10]([C:12]1[C:20]2[C:15](=[N:16][CH:17]=[C:18](B3OC(C)(C)C(C)(C)O3)[CH:19]=2)[NH:14][CH:13]=1)[CH3:11].I[C:31]1[N:32]=[CH:33][N:34]([CH3:36])[CH:35]=1.C(=O)([O-])[O-].[K+].[K+], predict the reaction product. The product is: [Cl:1][C:2]1[C:7]([F:8])=[CH:6][CH:5]=[C:4]([Cl:9])[C:3]=1[CH:10]([C:12]1[C:20]2[C:15](=[N:16][CH:17]=[C:18]([C:31]3[N:32]=[CH:33][N:34]([CH3:36])[CH:35]=3)[CH:19]=2)[NH:14][CH:13]=1)[CH3:11]. (6) Given the reactants C(O[CH:4]=[CH:5][C:6]([O:8][CH2:9][CH3:10])=[O:7])C.Br[C:12]1[CH:17]=[CH:16][CH:15]=[CH:14][C:13]=1[CH2:18][C:19]#[N:20].C1(P(C2CCCCC2)C2CCCCC2)CCCCC1.CC(C)([O-])C.[Na+], predict the reaction product. The product is: [O:8]1[CH2:9][CH2:10][O:7][C:6]1=[C:5]1[C:12]2[C:13](=[CH:14][CH:15]=[CH:16][CH:17]=2)[C:18]([C:19]#[N:20])=[CH:4]1. (7) Given the reactants [H-].[Al+3].[Li+].[H-].[H-].[H-].C([O:15][C@H:16]1[CH2:40][CH2:39][C@@:38]2([CH3:41])[C:18](=[CH:19][CH2:20][C@@H:21]3[C@@H:37]2[CH2:36][CH2:35][C@@:34]2([CH3:42])[C@H:22]3[CH2:23][C@H:24]([O:43][Si:44]([C:47]([CH3:50])([CH3:49])[CH3:48])([CH3:46])[CH3:45])[C@@H:25]2[C@H:26]([CH3:33])[CH2:27][CH2:28][CH2:29][CH:30]([CH3:32])[CH3:31])[CH2:17]1)(=O)C1C=CC=CC=1.O, predict the reaction product. The product is: [Si:44]([O:43][C@H:24]1[CH2:23][C@@H:22]2[C@:34]([CH3:42])([CH2:35][CH2:36][C@H:37]3[C@H:21]2[CH2:20][CH:19]=[C:18]2[C@:38]3([CH3:41])[CH2:39][CH2:40][C@H:16]([OH:15])[CH2:17]2)[C@H:25]1[C@H:26]([CH3:33])[CH2:27][CH2:28][CH2:29][CH:30]([CH3:32])[CH3:31])([C:47]([CH3:48])([CH3:49])[CH3:50])([CH3:45])[CH3:46].